The task is: Predict the product of the given reaction.. This data is from Forward reaction prediction with 1.9M reactions from USPTO patents (1976-2016). Given the reactants [Si:1]([O:8][CH2:9][C:10]#[C:11][C:12]1([OH:25])[CH2:17][CH2:16][N:15]([C:18]([O:20][C:21]([CH3:24])([CH3:23])[CH3:22])=[O:19])[CH2:14][CH2:13]1)([C:4]([CH3:7])([CH3:6])[CH3:5])([CH3:3])[CH3:2].[Li]CCCC.[C:31](Cl)(=[O:34])[O:32][CH3:33], predict the reaction product. The product is: [C:21]([O:20][C:18]([N:15]1[CH2:16][CH2:17][C:12]([C:11]#[C:10][CH2:9][O:8][Si:1]([C:4]([CH3:7])([CH3:6])[CH3:5])([CH3:3])[CH3:2])([O:25][C:31]([O:32][CH3:33])=[O:34])[CH2:13][CH2:14]1)=[O:19])([CH3:24])([CH3:23])[CH3:22].